This data is from Forward reaction prediction with 1.9M reactions from USPTO patents (1976-2016). The task is: Predict the product of the given reaction. (1) Given the reactants [CH2:1]([S:4]([O:7][C:8]1[CH:13]=[CH:12][C:11]([CH2:14][OH:15])=[C:10]([O:16][C:17]2[C:22]([Cl:23])=[CH:21][C:20]([C:24]([F:27])([F:26])[F:25])=[CH:19][N:18]=2)[CH:9]=1)(=[O:6])=[O:5])[CH2:2][CH3:3].[CH2:28]([S:33]([NH2:36])(=[O:35])=[O:34])[CH2:29][CH2:30][CH2:31][CH3:32].N12CCCN=C1CCCCC2.Cl.CN(C)[CH:51]=[O:52], predict the reaction product. The product is: [CH2:1]([S:4]([O:7][C:8]1[CH:13]=[CH:12][C:11]([CH2:14][O:15][C:51]([NH:36][S:33]([CH2:28][CH2:29][CH2:30][CH2:31][CH3:32])(=[O:35])=[O:34])=[O:52])=[C:10]([O:16][C:17]2[C:22]([Cl:23])=[CH:21][C:20]([C:24]([F:26])([F:27])[F:25])=[CH:19][N:18]=2)[CH:9]=1)(=[O:6])=[O:5])[CH2:2][CH3:3]. (2) Given the reactants Br[C:2]1[CH:3]=[C:4]2[C:8](=[CH:9][C:10]=1Br)[C:7]([CH3:13])([CH3:12])[C:6]([CH3:15])([CH3:14])[C:5]2([CH3:17])[CH3:16].[C:18]1([NH:24][C:25](=[NH:32])[C:26]2[CH:31]=[CH:30][CH:29]=[CH:28][CH:27]=2)[CH:23]=[CH:22][CH:21]=[CH:20][CH:19]=1.C(=O)([O-])[O-].[Cs+].[Cs+].CC1(C)C2C(=C(P(C3C=CC=CC=3)C3C=CC=CC=3)C=CC=2)OC2C(P(C3C=CC=CC=3)C3C=CC=CC=3)=CC=CC1=2, predict the reaction product. The product is: [CH3:12][C:7]1([CH3:13])[C:8]2[C:4](=[CH:3][C:2]3[N:24]([C:18]4[CH:23]=[CH:22][CH:21]=[CH:20][CH:19]=4)[C:25]([C:26]4[CH:31]=[CH:30][CH:29]=[CH:28][CH:27]=4)=[N:32][C:10]=3[CH:9]=2)[C:5]([CH3:17])([CH3:16])[C:6]1([CH3:15])[CH3:14]. (3) Given the reactants [F:1][C:2]1[CH:7]=[CH:6][C:5]([C:8]2[C:26]([C:27](=[O:30])[NH:28][CH3:29])=[C:11]3[CH:12]=[C:13]([C:16]4[CH:17]=[C:18]([CH:22]=[CH:23][C:24]=4[CH3:25])[C:19]([OH:21])=[O:20])[CH:14]=[CH:15][N:10]3[N:9]=2)=[CH:4][CH:3]=1.Cl.[F:32][C:33]1[CH:38]=[CH:37][C:36]([C:39]2([NH2:42])[CH2:41][CH2:40]2)=[CH:35][CH:34]=1, predict the reaction product. The product is: [C:19]([O-:21])(=[O:20])[CH3:18].[NH4+:9].[F:1][C:2]1[CH:3]=[CH:4][C:5]([C:8]2[C:26]([C:27]([NH:28][CH3:29])=[O:30])=[C:11]3[CH:12]=[C:13]([C:16]4[CH:17]=[C:18]([C:19](=[O:21])[NH:42][C:39]5([C:36]6[CH:37]=[CH:38][C:33]([F:32])=[CH:34][CH:35]=6)[CH2:41][CH2:40]5)[CH:22]=[CH:23][C:24]=4[CH3:25])[CH:14]=[CH:15][N:10]3[N:9]=2)=[CH:6][CH:7]=1. (4) Given the reactants [O:1]=[C:2]1[N:6]([C:7]2[CH:12]=[CH:11][C:10]([CH:13]3[CH2:18][CH2:17][NH:16][CH2:15][CH2:14]3)=[CH:9][CH:8]=2)[CH2:5][C@H:4]([CH2:19][NH:20][C:21](=[O:23])[CH3:22])[O:3]1.C(N(CC)CC)C.[CH2:31]([O:38][CH2:39][C:40](Cl)=[O:41])[C:32]1[CH:37]=[CH:36][CH:35]=[CH:34][CH:33]=1, predict the reaction product. The product is: [CH2:31]([O:38][CH2:39][C:40]([N:16]1[CH2:15][CH2:14][CH:13]([C:10]2[CH:11]=[CH:12][C:7]([N:6]3[CH2:5][C@H:4]([CH2:19][NH:20][C:21](=[O:23])[CH3:22])[O:3][C:2]3=[O:1])=[CH:8][CH:9]=2)[CH2:18][CH2:17]1)=[O:41])[C:32]1[CH:37]=[CH:36][CH:35]=[CH:34][CH:33]=1. (5) Given the reactants [NH2:1][C:2]1[C:11]2[C:6](=[CH:7][CH:8]=[CH:9][C:10]=2[O:12][CH2:13][C@@H:14]([NH2:16])[CH3:15])[N:5]=[C:4]([CH3:17])[C:3]=1[C:18]([O:20][CH2:21][CH3:22])=[O:19].[OH:23][CH2:24][CH2:25][O:26][C:27]1[CH:28]=[C:29]([CH:33]=[CH:34][C:35]=1[O:36][CH3:37])[C:30](O)=[O:31], predict the reaction product. The product is: [NH2:1][C:2]1[C:11]2[C:6](=[CH:7][CH:8]=[CH:9][C:10]=2[O:12][CH2:13][C@@H:14]([NH:16][C:30](=[O:31])[C:29]2[CH:33]=[CH:34][C:35]([O:36][CH3:37])=[C:27]([O:26][CH2:25][CH2:24][OH:23])[CH:28]=2)[CH3:15])[N:5]=[C:4]([CH3:17])[C:3]=1[C:18]([O:20][CH2:21][CH3:22])=[O:19]. (6) Given the reactants I[C:2]1[N:11]=[CH:10][C:9]2[C:4](=[CH:5][CH:6]=[C:7]([C:12]3[CH:17]=[CH:16][CH:15]=[CH:14][C:13]=3[CH3:18])[CH:8]=2)[N:3]=1.[NH2:19][CH2:20][CH2:21][C:22]1[CH:23]=[N:24][CH:25]=[CH:26][CH:27]=1, predict the reaction product. The product is: [CH3:18][C:13]1[CH:14]=[CH:15][CH:16]=[CH:17][C:12]=1[C:7]1[CH:8]=[C:9]2[C:4](=[CH:5][CH:6]=1)[N:3]=[C:2]([NH:19][CH2:20][CH2:21][C:22]1[CH:23]=[N:24][CH:25]=[CH:26][CH:27]=1)[N:11]=[CH:10]2.